From a dataset of Volume of distribution at steady state (VDss) regression data from Lombardo et al.. Regression/Classification. Given a drug SMILES string, predict its absorption, distribution, metabolism, or excretion properties. Task type varies by dataset: regression for continuous measurements (e.g., permeability, clearance, half-life) or binary classification for categorical outcomes (e.g., BBB penetration, CYP inhibition). For this dataset (vdss_lombardo), we predict log10(VDss) (log10 of volume of distribution in L/kg). (1) The molecule is CCCCCCCCCCCCCCCC(O)C(C)[NH3+]. The log10(VDss) is 1.49. (2) The compound is [NH3+]Cc1ccccc1CC(=O)NC1C(=O)N2C(C(=O)[O-])=C(CSc3nnnn3CC(=O)[O-])CSC12. The log10(VDss) is -0.770.